This data is from NCI-60 drug combinations with 297,098 pairs across 59 cell lines. The task is: Regression. Given two drug SMILES strings and cell line genomic features, predict the synergy score measuring deviation from expected non-interaction effect. Drug 1: C1=CC(=C2C(=C1NCCNCCO)C(=O)C3=C(C=CC(=C3C2=O)O)O)NCCNCCO. Drug 2: CC1C(C(=O)NC(C(=O)N2CCCC2C(=O)N(CC(=O)N(C(C(=O)O1)C(C)C)C)C)C(C)C)NC(=O)C3=C4C(=C(C=C3)C)OC5=C(C(=O)C(=C(C5=N4)C(=O)NC6C(OC(=O)C(N(C(=O)CN(C(=O)C7CCCN7C(=O)C(NC6=O)C(C)C)C)C)C(C)C)C)N)C. Cell line: SK-MEL-2. Synergy scores: CSS=43.4, Synergy_ZIP=3.54, Synergy_Bliss=7.27, Synergy_Loewe=5.27, Synergy_HSA=6.07.